Dataset: Forward reaction prediction with 1.9M reactions from USPTO patents (1976-2016). Task: Predict the product of the given reaction. (1) Given the reactants Br[C:2]1[CH:7]=[CH:6][C:5]([F:8])=[CH:4][C:3]=1[Cl:9].CC1(C)C(C)(C)OB([C:18]2[CH:28]=[CH:27][CH:26]=[CH:25][C:19]=2[C:20]([O:22][CH2:23][CH3:24])=[O:21])O1.C1(C)C=CC=CC=1.P([O-])([O-])([O-])=O.[K+].[K+].[K+], predict the reaction product. The product is: [CH2:23]([O:22][C:20]([C:19]1[C:18]([C:2]2[CH:7]=[CH:6][C:5]([F:8])=[CH:4][C:3]=2[Cl:9])=[CH:28][CH:27]=[CH:26][CH:25]=1)=[O:21])[CH3:24]. (2) Given the reactants I[C:2]1[CH:3]=[C:4]([CH:13]=[CH:14][CH:15]=1)[O:5][C:6]([CH3:12])(C)[C:7]([O:9][CH3:10])=[O:8].[C:16]([O-])(=O)C.[K+].[B:21]1([B:21]2[O:25][C:24]([CH3:27])([CH3:26])[C:23]([CH3:29])([CH3:28])[O:22]2)[O:25][C:24]([CH3:27])([CH3:26])[C:23]([CH3:29])([CH3:28])[O:22]1.O, predict the reaction product. The product is: [CH3:28][C:23]1([CH3:29])[C:24]([CH3:27])([CH3:26])[O:25][B:21]([C:2]2[CH:3]=[C:4]([CH:13]=[CH:14][CH:15]=2)[O:5][CH:6]([CH2:12][CH3:16])[C:7]([O:9][CH3:10])=[O:8])[O:22]1. (3) Given the reactants [C:1]([N:8]1[CH2:12][C@@H:11]([N:13]=[N+:14]=[N-:15])[CH2:10][C@H:9]1[C:16]([OH:18])=O)([O:3][C:4]([CH3:7])([CH3:6])[CH3:5])=[O:2].C[CH2:20][N:21](C(C)C)[CH:22](C)C.CNC.C1COCC1.C1C=CC2N(O)N=NC=2C=1.C(Cl)CCl, predict the reaction product. The product is: [C:1]([N:8]1[CH2:12][C@@H:11]([N:13]=[N+:14]=[N-:15])[CH2:10][C@H:9]1[C:16]([N:21]([CH3:22])[CH3:20])=[O:18])([O:3][C:4]([CH3:5])([CH3:6])[CH3:7])=[O:2]. (4) Given the reactants O[C@:2]1([CH2:33][O:34][CH2:35][C:36]2[CH:41]=[CH:40][CH:39]=[CH:38][CH:37]=2)[CH2:7][C:6](=[O:8])[C@H:5]([O:9][CH2:10][C:11]2[CH:16]=[CH:15][CH:14]=[CH:13][CH:12]=2)[C@@H:4]([O:17][CH2:18][C:19]2[CH:24]=[CH:23][CH:22]=[CH:21][CH:20]=2)[C@@H:3]1[O:25][CH2:26][C:27]1[CH:32]=[CH:31][CH:30]=[CH:29][CH:28]=1.FC(F)(F)C(OC(=O)C(F)(F)F)=O.N1C=CC=CC=1, predict the reaction product. The product is: [CH2:26]([O:25][C@H:3]1[C@H:4]([O:17][CH2:18][C:19]2[CH:24]=[CH:23][CH:22]=[CH:21][CH:20]=2)[C@@H:5]([O:9][CH2:10][C:11]2[CH:12]=[CH:13][CH:14]=[CH:15][CH:16]=2)[C:6](=[O:8])[CH:7]=[C:2]1[CH2:33][O:34][CH2:35][C:36]1[CH:37]=[CH:38][CH:39]=[CH:40][CH:41]=1)[C:27]1[CH:32]=[CH:31][CH:30]=[CH:29][CH:28]=1. (5) The product is: [C:13]([O:21][CH2:22][CH2:23][O:24][CH2:25][N:7]1[CH:8]=[N:9][C:10]2[C:6]1=[N:5][CH:4]=[N:3][C:11]=2[NH2:12])(=[O:20])[C:14]1[CH:19]=[CH:18][CH:17]=[CH:16][CH:15]=1. Given the reactants [H-].[Na+].[N:3]1[C:11]([NH2:12])=[C:10]2[C:6]([N:7]=[CH:8][NH:9]2)=[N:5][CH:4]=1.[C:13]([O:21][CH2:22][CH2:23][O:24][CH2:25]Cl)(=[O:20])[C:14]1[CH:19]=[CH:18][CH:17]=[CH:16][CH:15]=1, predict the reaction product. (6) Given the reactants [C:1]([C:3]1[CH:8]=[CH:7][C:6]([CH:9]2[CH2:14][CH2:13][N:12]([C:15]([C:17]3[C:18]([CH2:27][CH3:28])=[CH:19][C:20]([CH3:26])=[C:21]([CH:25]=3)[C:22]([OH:24])=[O:23])=[O:16])[CH2:11][CH2:10]2)=[CH:5][CH:4]=1)#[N:2].S(=O)(=O)(O)O.[CH3:34]O, predict the reaction product. The product is: [C:1]([C:3]1[CH:8]=[CH:7][C:6]([CH:9]2[CH2:10][CH2:11][N:12]([C:15]([C:17]3[C:18]([CH2:27][CH3:28])=[CH:19][C:20]([CH3:26])=[C:21]([CH:25]=3)[C:22]([O:24][CH3:34])=[O:23])=[O:16])[CH2:13][CH2:14]2)=[CH:5][CH:4]=1)#[N:2]. (7) The product is: [ClH:27].[NH2:1][C:2]1[N:7]=[C:6]([C:8]2[CH:16]=[C:15]3[C:11]([C:12]([NH2:17])=[N:13][NH:14]3)=[CH:10][CH:9]=2)[CH:5]=[C:4]([N:21]2[CH2:22][CH2:23][O:24][CH2:25][CH2:26]2)[N:3]=1. Given the reactants [NH2:1][C:2]1[N:7]=[C:6]([C:8]2[CH:16]=[C:15]3[C:11]([C:12]([NH:17]C(=O)C)=[N:13][NH:14]3)=[CH:10][CH:9]=2)[CH:5]=[C:4]([N:21]2[CH2:26][CH2:25][O:24][CH2:23][CH2:22]2)[N:3]=1.[ClH:27], predict the reaction product. (8) The product is: [CH3:27][NH:30][C:24]([CH:13]1[CH2:12][N:11]([C:9]([O:8][CH2:1][C:2]2[CH:7]=[CH:6][CH:5]=[CH:4][CH:3]=2)=[O:10])[CH2:16][CH2:15][N:14]1[C:17]([O:19][C:20]([CH3:23])([CH3:22])[CH3:21])=[O:18])=[O:26]. Given the reactants [CH2:1]([O:8][C:9]([N:11]1[CH2:16][CH2:15][N:14]([C:17]([O:19][C:20]([CH3:23])([CH3:22])[CH3:21])=[O:18])[CH:13]([C:24]([OH:26])=O)[CH2:12]1)=[O:10])[C:2]1[CH:7]=[CH:6][CH:5]=[CH:4][CH:3]=1.[CH:27]([N:30](C(C)C)CC)(C)C.Cl.CN.F[P-](F)(F)(F)(F)F.N1(OC(N(C)C)=[N+](C)C)C2N=CC=CC=2N=N1, predict the reaction product. (9) Given the reactants Br[C:2]1[CH:7]=[CH:6][C:5]([C:8]([N:10]2[CH2:15][CH2:14][N:13]([C:16]3[C:21]([CH3:22])=[CH:20][C:19]([CH3:23])=[C:18]([CH3:24])[N:17]=3)[CH2:12][CH2:11]2)=[O:9])=[C:4]([CH3:25])[CH:3]=1.[CH3:26][C@@H:27]1[CH2:31][O:30][C:29](=[O:32])[NH:28]1, predict the reaction product. The product is: [CH3:26][C@@H:27]1[CH2:31][O:30][C:29](=[O:32])[N:28]1[C:2]1[CH:7]=[CH:6][C:5]([C:8]([N:10]2[CH2:15][CH2:14][N:13]([C:16]3[C:21]([CH3:22])=[CH:20][C:19]([CH3:23])=[C:18]([CH3:24])[N:17]=3)[CH2:12][CH2:11]2)=[O:9])=[C:4]([CH3:25])[CH:3]=1. (10) Given the reactants [C:1]([O:4][C:5]1[CH:10]=[C:9]([CH3:11])[CH:8]=[CH:7][C:6]=1[C:12]#[N:13])(=[O:3])[CH3:2].[Br:14]N1C(=O)CCC1=O.C(OOC(=O)C1C=CC=CC=1)(=O)C1C=CC=CC=1, predict the reaction product. The product is: [C:1]([O:4][C:5]1[CH:10]=[C:9]([CH2:11][Br:14])[CH:8]=[CH:7][C:6]=1[C:12]#[N:13])(=[O:3])[CH3:2].